Task: Predict the product of the given reaction.. Dataset: Forward reaction prediction with 1.9M reactions from USPTO patents (1976-2016) (1) Given the reactants [CH3:1][C:2]1[O:3][CH:4]=[C:5]([CH2:7][C:8]([O:10][CH3:11])=[O:9])[N:6]=1.[CH3:12]N(P(N(C)C)(N(C)C)=O)C.[Li+].CC([N-]C(C)C)C.CI, predict the reaction product. The product is: [CH3:1][C:2]1[O:3][CH:4]=[C:5]([CH:7]([CH3:12])[C:8]([O:10][CH3:11])=[O:9])[N:6]=1. (2) Given the reactants [F:1][C:2]1([F:13])[CH2:5][N:4]([CH:6]2[CH2:11][CH2:10][C:9](=O)[CH2:8][CH2:7]2)[CH2:3]1.[NH:14]1[C:22]2[C:17](=[CH:18][CH:19]=[CH:20][CH:21]=2)[CH:16]=[CH:15]1.[OH-].[K+], predict the reaction product. The product is: [F:1][C:2]1([F:13])[CH2:5][N:4]([CH:6]2[CH2:11][CH2:10][C:9]([C:16]3[C:17]4[C:22](=[CH:21][CH:20]=[CH:19][CH:18]=4)[NH:14][CH:15]=3)=[CH:8][CH2:7]2)[CH2:3]1.